This data is from Forward reaction prediction with 1.9M reactions from USPTO patents (1976-2016). The task is: Predict the product of the given reaction. (1) The product is: [CH3:13][O:12][CH:11]([O:14][CH3:15])[C:4]1[CH:3]=[C:2]([Br:1])[C:7]([CH3:8])=[N:6][CH:5]=1. Given the reactants [Br:1][C:2]1[CH:3]=[C:4](C=O)[CH:5]=[N:6][C:7]=1[CH3:8].[CH:11](OC)([O:14][CH3:15])[O:12][CH3:13].Cl, predict the reaction product. (2) The product is: [CH3:17][C:16]([NH:28][C@@H:29]1[CH2:33][C@H:32]([C:34]2[CH:39]=[CH:38][CH:37]=[CH:36][CH:35]=2)[N:31]([C:40]2[CH:41]=[CH:42][C:43]([O:46][C:47]([F:48])([F:50])[F:49])=[CH:44][CH:45]=2)[C:30]1=[O:51])([C:18]1[CH:23]=[CH:22][CH:21]=[C:20]([C:24]([F:27])([F:26])[F:25])[N:19]=1)[CH3:15]. Given the reactants C(O[BH-](OC(=O)C)OC(=O)C)(=O)C.[Na+].[CH3:15][C:16]([NH:28][C:29]1[C:30](=[O:51])[N:31]([C:40]2[CH:45]=[CH:44][C:43]([O:46][C:47]([F:50])([F:49])[F:48])=[CH:42][CH:41]=2)[C@@H:32]([C:34]2[CH:39]=[CH:38][CH:37]=[CH:36][CH:35]=2)[CH:33]=1)([C:18]1[CH:23]=[CH:22][CH:21]=[C:20]([C:24]([F:27])([F:26])[F:25])[N:19]=1)[CH3:17].FC(F)(F)C(O)=O.O, predict the reaction product. (3) Given the reactants [CH2:1]([O:3][C:4]1[CH:26]=[CH:25][C:7]([C:8]([NH:10][CH2:11][CH2:12][NH:13][C:14]([C:16]2[C:17]([C:21]([F:24])([F:23])[F:22])=[N:18][NH:19][CH:20]=2)=[O:15])=[O:9])=[CH:6][CH:5]=1)[CH3:2].Br[CH:28]1[CH2:33][CH2:32][CH2:31][CH2:30][CH2:29]1.C(=O)([O-])[O-].[K+].[K+], predict the reaction product. The product is: [CH:28]1([N:19]2[CH:20]=[C:16]([C:14]([NH:13][CH2:12][CH2:11][NH:10][C:8](=[O:9])[C:7]3[CH:6]=[CH:5][C:4]([O:3][CH2:1][CH3:2])=[CH:26][CH:25]=3)=[O:15])[C:17]([C:21]([F:22])([F:23])[F:24])=[N:18]2)[CH2:33][CH2:32][CH2:31][CH2:30][CH2:29]1.